Dataset: Retrosynthesis with 50K atom-mapped reactions and 10 reaction types from USPTO. Task: Predict the reactants needed to synthesize the given product. (1) Given the product NC(=O)C1(c2ccc(Br)cc2)CC1, predict the reactants needed to synthesize it. The reactants are: CCN(CC)CC.O=C(O)C1(c2ccc(Br)cc2)CC1. (2) Given the product CN(C)CCOc1ccccc1C1=NN(c2ccccc2Br)C(=O)N(c2ccccc2)C1, predict the reactants needed to synthesize it. The reactants are: CN(C)CCCl.O=C1N(c2ccccc2)CC(c2ccccc2O)=NN1c1ccccc1Br. (3) Given the product Cc1cc(CN)cc(I)c1N, predict the reactants needed to synthesize it. The reactants are: Cc1cc(C#N)cc(I)c1N. (4) Given the product COC1=C(OC)C(=O)C(Cc2ccc(OCc3cccnc3)c(C(=O)Nc3ccc(OC)cc3)c2)=C(C)C1=O, predict the reactants needed to synthesize it. The reactants are: COC1=C(OC)C(=O)C(Cc2ccc(OCc3cccnc3)c(C(=O)O)c2)=C(C)C1=O.COc1ccc(N)cc1. (5) Given the product CC(C)(C)c1ccc(S(=O)(=O)n2ccc3nc(NN)cnc32)cc1, predict the reactants needed to synthesize it. The reactants are: CC(C)(C)OC(=O)NNc1cnc2c(ccn2S(=O)(=O)c2ccc(C(C)(C)C)cc2)n1.